From a dataset of Full USPTO retrosynthesis dataset with 1.9M reactions from patents (1976-2016). Predict the reactants needed to synthesize the given product. (1) Given the product [CH:21]1[C:22]2[N:10]([C:7]3[CH:6]=[CH:5][C:4]([NH2:1])=[CH:9][CH:8]=3)[C:11]3[C:16](=[CH:15][CH:14]=[CH:13][CH:12]=3)[C:17]=2[CH:18]=[CH:19][CH:20]=1, predict the reactants needed to synthesize it. The reactants are: [N+:1]([C:4]1[CH:9]=[CH:8][C:7]([N:10]2[C:22]3[CH:21]=[CH:20][CH:19]=[CH:18][C:17]=3[C:16]3[C:11]2=[CH:12][CH:13]=[CH:14][CH:15]=3)=[CH:6][CH:5]=1)([O-])=O.[Sn].Cl. (2) The reactants are: C([O:3][C:4](=[O:35])[CH2:5][CH2:6][NH:7][C:8](=[O:34])[C:9]1[CH:14]=[CH:13][C:12]([CH:15]([CH:28]2[CH2:31][C:30]([CH3:33])([CH3:32])[CH2:29]2)[NH:16][C:17]2[C:26]([CH3:27])=[CH:25][C:24]3[C:19](=[CH:20][CH:21]=[CH:22][CH:23]=3)[N:18]=2)=[CH:11][CH:10]=1)C.[OH-].[Na+].Cl. Given the product [CH3:32][C:30]1([CH3:33])[CH2:31][CH:28]([CH:15]([NH:16][C:17]2[C:26]([CH3:27])=[CH:25][C:24]3[C:19](=[CH:20][CH:21]=[CH:22][CH:23]=3)[N:18]=2)[C:12]2[CH:13]=[CH:14][C:9]([C:8]([NH:7][CH2:6][CH2:5][C:4]([OH:35])=[O:3])=[O:34])=[CH:10][CH:11]=2)[CH2:29]1, predict the reactants needed to synthesize it.